Task: Predict the product of the given reaction.. Dataset: Forward reaction prediction with 1.9M reactions from USPTO patents (1976-2016) Given the reactants [F:1][C:2]1[CH:7]=[C:6]([CH3:8])[C:5]([S:9][CH2:10][C:11]([F:14])([F:13])[F:12])=[CH:4][C:3]=1[NH:15][N:16]=[CH:17][C:18]([F:21])([F:20])[F:19].[Br:22]N1C(=O)CCC1=O.O, predict the reaction product. The product is: [F:1][C:2]1[CH:7]=[C:6]([CH3:8])[C:5]([S:9][CH2:10][C:11]([F:14])([F:13])[F:12])=[CH:4][C:3]=1[NH:15][N:16]=[C:17]([Br:22])[C:18]([F:21])([F:19])[F:20].